Predict which catalyst facilitates the given reaction. From a dataset of Catalyst prediction with 721,799 reactions and 888 catalyst types from USPTO. (1) Reactant: [C:1]([O:5][C:6]([N:8]1[CH2:13][C@@H:12]([CH2:14][O:15][CH3:16])[O:11][C@@H:10]([C:17]([OH:19])=O)[CH2:9]1)=[O:7])([CH3:4])([CH3:3])[CH3:2].C(N(C(C)C)CC)(C)C.P(Cl)(OC1C=CC=CC=1)(OC1C=CC=CC=1)=O.[CH:46]1([NH:49][C@@H:50]([C:52]2[CH:57]=[C:56]([O:58][CH3:59])[N:55]=[C:54]([CH2:60][CH2:61][CH2:62][NH:63][C:64](=[O:67])[O:65][CH3:66])[CH:53]=2)[CH3:51])[CH2:48][CH2:47]1.C(=O)([O-])O.[Na+]. Product: [CH:46]1([N:49]([C@@H:50]([C:52]2[CH:53]=[C:54]([CH2:60][CH2:61][CH2:62][NH:63][C:64]([O:65][CH3:66])=[O:67])[N:55]=[C:56]([O:58][CH3:59])[CH:57]=2)[CH3:51])[C:17]([C@@H:10]2[O:11][C@H:12]([CH2:14][O:15][CH3:16])[CH2:13][N:8]([C:6]([O:5][C:1]([CH3:2])([CH3:3])[CH3:4])=[O:7])[CH2:9]2)=[O:19])[CH2:48][CH2:47]1. The catalyst class is: 4. (2) Reactant: [N+:1]([C:4]1[CH:16]=[CH:15][C:7]([O:8][C:9]([CH3:14])([CH3:13])[C:10]([NH2:12])=[O:11])=[CH:6][CH:5]=1)([O-])=O. Product: [NH2:1][C:4]1[CH:5]=[CH:6][C:7]([O:8][C:9]([CH3:14])([CH3:13])[C:10]([NH2:12])=[O:11])=[CH:15][CH:16]=1. The catalyst class is: 19. (3) Reactant: C([O:3][C:4](=[O:32])[C:5]1[CH:10]=[C:9]([N:11]2[C:15]([CH3:16])=[CH:14][CH:13]=[C:12]2[C:17]2[CH:22]=[CH:21][CH:20]=[CH:19][C:18]=2[O:23][CH2:24][C:25]2[CH:30]=[CH:29][C:28]([Cl:31])=[CH:27][CH:26]=2)[CH:8]=[N:7][CH:6]=1)C.C(O)C. Product: [Cl:31][C:28]1[CH:27]=[CH:26][C:25]([CH2:24][O:23][C:18]2[CH:19]=[CH:20][CH:21]=[CH:22][C:17]=2[C:12]2[N:11]([C:9]3[CH:8]=[N:7][CH:6]=[C:5]([CH:10]=3)[C:4]([OH:32])=[O:3])[C:15]([CH3:16])=[CH:14][CH:13]=2)=[CH:30][CH:29]=1. The catalyst class is: 13. (4) Reactant: [NH:1]1[CH2:6][CH2:5][O:4][CH2:3][CH2:2]1.C(=O)([O-])[O-].[Na+].[Na+].Cl[C:14]1[N:19]=[C:18]([CH3:20])[N:17]=[C:16]([O:21][C:22]2[CH:48]=[CH:47][CH:46]=[CH:45][C:23]=2[CH2:24][NH:25][C:26]([NH:28][C:29]2[N:33]([C:34]3[CH:39]=[CH:38][C:37]([CH3:40])=[CH:36][CH:35]=3)[N:32]=[C:31]([C:41]([CH3:44])([CH3:43])[CH3:42])[CH:30]=2)=[O:27])[CH:15]=1. Product: [CH3:20][C:18]1[N:17]=[C:16]([O:21][C:22]2[CH:48]=[CH:47][CH:46]=[CH:45][C:23]=2[CH2:24][NH:25][C:26]([NH:28][C:29]2[N:33]([C:34]3[CH:35]=[CH:36][C:37]([CH3:40])=[CH:38][CH:39]=3)[N:32]=[C:31]([C:41]([CH3:44])([CH3:43])[CH3:42])[CH:30]=2)=[O:27])[CH:15]=[C:14]([N:1]2[CH2:6][CH2:5][O:4][CH2:3][CH2:2]2)[N:19]=1. The catalyst class is: 8. (5) The catalyst class is: 1. Product: [C:29]([C:26]1[CH:27]=[CH:28][C:23](/[CH:22]=[C:21](/[C:17]2[CH:18]=[C:19]([CH3:20])[N:15]([CH2:14][C:10]3[CH:9]=[C:8]([C:5]4([OH:4])[CH2:6][CH2:7]4)[CH:13]=[CH:12][CH:11]=3)[N:16]=2)\[F:33])=[CH:24][CH:25]=1)([CH3:32])([CH3:30])[CH3:31]. Reactant: C([O:4][C:5]1([C:8]2[CH:13]=[CH:12][CH:11]=[C:10]([CH2:14][N:15]3[C:19]([CH3:20])=[CH:18][C:17](/[C:21](/[F:33])=[CH:22]/[C:23]4[CH:28]=[CH:27][C:26]([C:29]([CH3:32])([CH3:31])[CH3:30])=[CH:25][CH:24]=4)=[N:16]3)[CH:9]=2)[CH2:7][CH2:6]1)(=O)C.C[Mg]Br. (6) Reactant: [O:1]=[C:2]1[C:10]2[C:5](=[CH:6][CH:7]=[CH:8][CH:9]=2)[C:4](=[O:11])[N:3]1[CH:12]1[CH2:25][C:15]2[NH:16][C:17]3[CH:18]=[CH:19][C:20]([C:23]#[N:24])=[CH:21][C:22]=3[C:14]=2[CH2:13]1.Br[CH2:27][C:28]1[CH:33]=[CH:32][CH:31]=[C:30]([F:34])[N:29]=1.C(=O)([O-])[O-].[Cs+].[Cs+].C(OCC)(=O)C. Product: [O:11]=[C:4]1[C:5]2[C:10](=[CH:9][CH:8]=[CH:7][CH:6]=2)[C:2](=[O:1])[N:3]1[CH:12]1[CH2:25][C:15]2[N:16]([CH2:27][C:28]3[CH:33]=[CH:32][CH:31]=[C:30]([F:34])[N:29]=3)[C:17]3[CH:18]=[CH:19][C:20]([C:23]#[N:24])=[CH:21][C:22]=3[C:14]=2[CH2:13]1. The catalyst class is: 3.